The task is: Predict which catalyst facilitates the given reaction.. This data is from Catalyst prediction with 721,799 reactions and 888 catalyst types from USPTO. The catalyst class is: 71. Reactant: Cl[C:2]1[C:11]2=[N:12][N:13](CC3C=CC(OC)=CC=3)[CH:14]=[C:10]2[C:9]2[C:8]([O:24][CH3:25])=[CH:7][CH:6]=[CH:5][C:4]=2[N:3]=1.C(OC([N:33]1[C:38]2[CH:39]=[C:40]([NH2:43])[CH:41]=[CH:42][C:37]=2[O:36][CH2:35][CH2:34]1)=O)(C)(C)C.Cl. Product: [O:36]1[C:37]2[CH:42]=[CH:41][C:40]([NH:43][C:2]3[C:11]4=[N:12][NH:13][CH:14]=[C:10]4[C:9]4[C:8]([O:24][CH3:25])=[CH:7][CH:6]=[CH:5][C:4]=4[N:3]=3)=[CH:39][C:38]=2[NH:33][CH2:34][CH2:35]1.